This data is from Catalyst prediction with 721,799 reactions and 888 catalyst types from USPTO. The task is: Predict which catalyst facilitates the given reaction. Reactant: [Cl-].O[NH3+:3].[C:4](=[O:7])([O-])[OH:5].[Na+].CS(C)=O.[CH2:13]([O:15][C:16]1[CH:21]=[CH:20][C:19]([N:22]2[C:27](=[O:28])[C:26]([CH2:29][C:30]3[CH:35]=[CH:34][C:33]([C:36]4[C:37]([C:42]#[N:43])=[CH:38][CH:39]=[CH:40][CH:41]=4)=[CH:32][CH:31]=3)=[C:25]([CH2:44][CH2:45][CH3:46])[N:24]=[C:23]2[CH3:47])=[CH:18][CH:17]=1)[CH3:14]. Product: [CH2:13]([O:15][C:16]1[CH:21]=[CH:20][C:19]([N:22]2[C:27](=[O:28])[C:26]([CH2:29][C:30]3[CH:35]=[CH:34][C:33]([C:36]4[CH:41]=[CH:40][CH:39]=[CH:38][C:37]=4[C:42]4[NH:3][C:4](=[O:7])[O:5][N:43]=4)=[CH:32][CH:31]=3)=[C:25]([CH2:44][CH2:45][CH3:46])[N:24]=[C:23]2[CH3:47])=[CH:18][CH:17]=1)[CH3:14]. The catalyst class is: 69.